From a dataset of Experimentally validated miRNA-target interactions with 360,000+ pairs, plus equal number of negative samples. Binary Classification. Given a miRNA mature sequence and a target amino acid sequence, predict their likelihood of interaction. (1) The miRNA is hsa-miR-6780b-3p with sequence UCCCUUGUCUCCUUUCCCUAG. The protein sequence of the target gene is MAKMEVKTSLLDNMIGVGDMVLLEPLNEETFINNLKKRFDHSEIYTYIGSVVISVNPYRSLPIYSPEKVEEYRNRNFYELSPHIFALSDEAYRSLRDQDKDQCILITGESGAGKTEASKLVMSYVAAVCGKGAEVNQVKEQLLQSNPVLEAFGNAKTVRNDNSSRFGKYMDIEFDFKGDPLGGVISNYLLEKSRVVKQPRGERNFHVFYQLLSGASEELLNKLKLERDFSRYNYLSLDSAKVNGVDDAANFRTVRNAMQIVGFMDHEAESVLAVVAAVLKLGNIEFKPESRVNGLDESKI.... Result: 1 (interaction). (2) The miRNA is hsa-miR-1245a with sequence AAGUGAUCUAAAGGCCUACAU. The protein sequence of the target gene is MKDVPGFLQQSQNSGPGQPAVWHRLEELYTKKLWHQLTLQVLDFVQDPCFAQGDGLIKLYENFISEFEHRVNPLSLVEIILHVVRQMTDPNVALTFLEKTREKVKSSDEAVILCKTAIGALKLNIGDLQVTKETIEDVEEMLNNLPGVTSVHSRFYDLSSKYYQTIGNHASYYKDALRFLGCVDIKDLPVSEQQERAFTLGLAGLLGEGVFNFGELLMHPVLESLRNTDRQWLIDTLYAFNSGNVERFQTLKTAWGQQPDLAANEAQLLRKIQLLCLMEMTFTRPANHRQLTFEEIAKSA.... Result: 0 (no interaction).